This data is from Forward reaction prediction with 1.9M reactions from USPTO patents (1976-2016). The task is: Predict the product of the given reaction. Given the reactants [O:1]1[C:6]2[CH:7]=[CH:8][C:9]([CH2:11][NH:12][C:13]3[CH:14]=[C:15]([CH:18]=[CH:19][CH:20]=3)[C:16]#[N:17])=[CH:10][C:5]=2[O:4][CH2:3][CH2:2]1.[C:21](Cl)(=[O:25])[CH2:22][CH2:23][CH3:24], predict the reaction product. The product is: [C:16]([C:15]1[CH:14]=[C:13]([N:12]([CH2:11][C:9]2[CH:8]=[CH:7][C:6]3[O:1][CH2:2][CH2:3][O:4][C:5]=3[CH:10]=2)[C:21](=[O:25])[CH2:22][CH2:23][CH3:24])[CH:20]=[CH:19][CH:18]=1)#[N:17].